This data is from Catalyst prediction with 721,799 reactions and 888 catalyst types from USPTO. The task is: Predict which catalyst facilitates the given reaction. (1) Reactant: N[C:2]1([N+:18]([O-])=O)[CH:8]([OH:9])[CH2:7][N:6]([CH2:10][CH:11]2[CH2:16][CH2:15][CH2:14][CH2:13][CH2:12]2)[C:5](=[O:17])[CH2:4][CH2:3]1.[C:21]([NH:28][C@H:29]([C:34](O)=[O:35])[CH2:30][CH:31]([CH3:33])[CH3:32])([O:23][C:24]([CH3:27])([CH3:26])[CH3:25])=[O:22].ON1C2C=CC=CC=2N=N1.CCN=C=NCCCN(C)C.Cl.C(N(CC)CC)C. Product: [C:24]([O:23][C:21](=[O:22])[NH:28][C@H:29]([C:34](=[O:35])[NH:18][CH:2]1[CH2:3][CH2:4][C:5](=[O:17])[N:6]([CH2:10][CH:11]2[CH2:12][CH2:13][CH2:14][CH2:15][CH2:16]2)[CH2:7][CH:8]1[OH:9])[CH2:30][CH:31]([CH3:32])[CH3:33])([CH3:25])([CH3:27])[CH3:26]. The catalyst class is: 2. (2) Reactant: [CH3:1][N:2]1[C:10]2[C:5](=[CH:6][C:7]([O:11][C:12]3[N:17]=[CH:16][C:15]([NH:18][C:19](=[O:30])[C:20]4[CH:25]=[CH:24][C:23]([C:26]([F:29])([F:28])[F:27])=[CH:22][CH:21]=4)=[CH:14][CH:13]=3)=[CH:8][CH:9]=2)[CH:4]=[C:3]1[C:31]([N:33]1[CH2:38][CH2:37][NH:36][CH2:35][CH2:34]1)=[O:32].Br[CH2:40][CH:41]([CH3:43])[CH3:42].C(N(C(C)C)CC)(C)C.[I-].[Na+]. Product: [CH2:40]([N:36]1[CH2:35][CH2:34][N:33]([C:31]([C:3]2[N:2]([CH3:1])[C:10]3[C:5]([CH:4]=2)=[CH:6][C:7]([O:11][C:12]2[N:17]=[CH:16][C:15]([NH:18][C:19](=[O:30])[C:20]4[CH:25]=[CH:24][C:23]([C:26]([F:27])([F:29])[F:28])=[CH:22][CH:21]=4)=[CH:14][CH:13]=2)=[CH:8][CH:9]=3)=[O:32])[CH2:38][CH2:37]1)[CH:41]([CH3:43])[CH3:42]. The catalyst class is: 10. (3) Reactant: [C:1]1([C:7]2[N:12]=[C:11]3[C:13]([C:16]4[CH2:17][CH2:18][N:19]([CH2:22][C:23]5[CH:28]=[CH:27][CH:26]=[CH:25][CH:24]=5)[CH2:20][CH:21]=4)=[CH:14][NH:15][C:10]3=[C:9]([C:29]([NH2:31])=[O:30])[CH:8]=2)[CH:6]=[CH:5][CH:4]=[CH:3][CH:2]=1.C(N(CC)CC)C.C(Cl)(=[O:46])C1C=CC=CC=1. Product: [C:1]1([C:7]2[N:12]=[C:11]3[C:13]([CH:16]4[CH2:17][CH2:18][N:19]([C:22]([C:23]5[CH:28]=[CH:27][CH:26]=[CH:25][CH:24]=5)=[O:46])[CH2:20][CH2:21]4)=[CH:14][NH:15][C:10]3=[C:9]([C:29]([NH2:31])=[O:30])[CH:8]=2)[CH:6]=[CH:5][CH:4]=[CH:3][CH:2]=1. The catalyst class is: 241. (4) Reactant: [I:1][C:2]1[CH:3]=[CH:4][C:5]([NH:8]/[N:9]=[CH:10]/[C:11]2[CH:16]=[CH:15][CH:14]=[C:13]([O:17][CH2:18][CH2:19][N:20]3[CH2:25][CH2:24][O:23][CH2:22][CH2:21]3)[CH:12]=2)=[N:6][CH:7]=1.CCO. Product: [I:1][C:2]1[CH:3]=[CH:4][C:5]2[N:6]([C:10]([C:11]3[CH:16]=[CH:15][CH:14]=[C:13]([O:17][CH2:18][CH2:19][N:20]4[CH2:21][CH2:22][O:23][CH2:24][CH2:25]4)[CH:12]=3)=[N:9][N:8]=2)[CH:7]=1. The catalyst class is: 2. (5) Reactant: CN(C)[CH:3]=[C:4]([C:10](=O)[C:11]1[CH:16]=[CH:15][CH:14]=[C:13]([F:17])[CH:12]=1)[C:5]([O:7][CH2:8][CH3:9])=[O:6].Cl.[C:21]([NH2:24])(=[NH:23])[CH3:22].[O-]CC.[Na+].C(O)C. Product: [F:17][C:13]1[CH:12]=[C:11]([C:10]2[C:4]([C:5]([O:7][CH2:8][CH3:9])=[O:6])=[CH:3][N:24]=[C:21]([CH3:22])[N:23]=2)[CH:16]=[CH:15][CH:14]=1. The catalyst class is: 8. (6) Reactant: Cl[CH2:2][C:3]1[CH:8]=[C:7]([CH:9]([F:11])[F:10])[N:6]=[N:5][C:4]=1[O:12][CH3:13].C(=O)([O-])[O-].[K+].[K+].[Li+].[Br-].[Cl:22][C:23]1[CH:24]=[C:25]([CH:28]=[C:29]([O:31][C:32]2[C:33](=[O:42])[NH:34][CH:35]=[CH:36][C:37]=2[C:38]([F:41])([F:40])[F:39])[CH:30]=1)[C:26]#[N:27]. Product: [Cl:22][C:23]1[CH:24]=[C:25]([CH:28]=[C:29]([O:31][C:32]2[C:33](=[O:42])[N:34]([CH2:2][C:3]3[CH:8]=[C:7]([CH:9]([F:11])[F:10])[N:6]=[N:5][C:4]=3[O:12][CH3:13])[CH:35]=[CH:36][C:37]=2[C:38]([F:39])([F:40])[F:41])[CH:30]=1)[C:26]#[N:27]. The catalyst class is: 3. (7) Reactant: C1C=CC(P(C2C=CC=CC=2)C2C=CC=CC=2)=CC=1.II.CCN(C(C)C)C(C)C.[Si:31]([O:38][C@@H:39]1[C@@H:43]([CH2:44][O:45][Si:46]([C:49]([CH3:52])([CH3:51])[CH3:50])([CH3:48])[CH3:47])[O:42][C@@H:41]([N:53]2[C:62]3[N:61]=[CH:60][N:59]=[C:57]([OH:58])[C:56]=3[N:55]=[CH:54]2)[CH2:40]1)([C:34]([CH3:37])([CH3:36])[CH3:35])([CH3:33])[CH3:32].[CH:63]1[CH:64]=[CH:65][C:66]2[N:71](O)[N:70]=[N:69][C:67]=2[CH:68]=1. Product: [N:69]1([O:58][C:57]2[C:56]3[N:55]=[CH:54][N:53]([C:62]=3[N:61]=[CH:60][N:59]=2)[C@@H:41]2[O:42][C@H:43]([CH2:44][O:45][Si:46]([C:49]([CH3:50])([CH3:51])[CH3:52])([CH3:47])[CH3:48])[C@@H:39]([O:38][Si:31]([C:34]([CH3:36])([CH3:37])[CH3:35])([CH3:33])[CH3:32])[CH2:40]2)[C:67]2[CH:68]=[CH:63][CH:64]=[CH:65][C:66]=2[N:71]=[N:70]1. The catalyst class is: 2.